This data is from In vitro SARS-CoV-2 activity screen of 1,480 approved drugs from Prestwick library. The task is: Binary Classification. Given a drug SMILES string, predict its activity (active/inactive) in a high-throughput screening assay against a specified biological target. (1) The compound is C/C(=C\C(=O)OCCCCCCCCC(=O)O)C[C@@H]1OC[C@H](C[C@@H]2O[C@H]2[C@@H](C)[C@H](C)O)[C@@H](O)[C@H]1O. The result is 0 (inactive). (2) The molecule is N#C/C(=C1/SCC(c2ccccc2Cl)S1)n1ccnc1. The result is 0 (inactive). (3) The compound is COc1ccc(Cc2nccc3cc(OC)c(OC)cc23)cc1OC.Cl. The result is 0 (inactive). (4) The drug is CCOc1nc2cccc(C(=O)OCc3oc(=O)oc3C)c2n1Cc1ccc(-c2ccccc2-c2noc(=O)[nH]2)cc1. The result is 0 (inactive). (5) The drug is Cc1cccc(C)c1NC(=O)C(C)N.Cl. The result is 0 (inactive). (6) The drug is C#CCN(C)Cc1ccccc1.Cl. The result is 0 (inactive). (7) The compound is CN(C)c1cc(NC(=O)CNC(C)(C)C)c(O)c2c1C[C@H]1C[C@H]3[C@H](N(C)C)C(=O)C(C(N)=O)=C(O)[C@@]3(O)C(=O)C1=C2O. The result is 0 (inactive). (8) The molecule is CS(=O)(=O)c1ccc([C@@H](O)[C@@H](CO)NC(=O)C(Cl)Cl)cc1. The result is 0 (inactive). (9) The compound is C[C@]12CC[C@H](O)C[C@H]1CC[C@@H]1[C@@H]2C[C@@H](O)[C@]2(C)[C@@H](C3=CC(=O)OC3)CC[C@]12O. The result is 0 (inactive). (10) The compound is CC(=O)c1cc2cccc(OCC(O)CNC(C)C)c2o1. The result is 0 (inactive).